This data is from Peptide-MHC class I binding affinity with 185,985 pairs from IEDB/IMGT. The task is: Regression. Given a peptide amino acid sequence and an MHC pseudo amino acid sequence, predict their binding affinity value. This is MHC class I binding data. (1) The peptide sequence is TRAPAPFPL. The MHC is HLA-B27:05 with pseudo-sequence HLA-B27:05. The binding affinity (normalized) is 0.763. (2) The peptide sequence is FADINGKLY. The MHC is HLA-A01:01 with pseudo-sequence HLA-A01:01. The binding affinity (normalized) is 0.578. (3) The MHC is HLA-A23:01 with pseudo-sequence HLA-A23:01. The peptide sequence is LVTARQKLK. The binding affinity (normalized) is 0.0847. (4) The binding affinity (normalized) is 0.0847. The MHC is HLA-A69:01 with pseudo-sequence HLA-A69:01. The peptide sequence is AEHFENQVL. (5) The peptide sequence is DEVDLYLLM. The MHC is HLA-B18:01 with pseudo-sequence HLA-B18:01. The binding affinity (normalized) is 0.738. (6) The peptide sequence is YRRKLTNPA. The MHC is HLA-A23:01 with pseudo-sequence HLA-A23:01. The binding affinity (normalized) is 0.0847. (7) The peptide sequence is YDAVVPLVY. The MHC is Mamu-A02 with pseudo-sequence Mamu-A02. The binding affinity (normalized) is 0.176. (8) The peptide sequence is HFIYHKREK. The MHC is HLA-A24:03 with pseudo-sequence HLA-A24:03. The binding affinity (normalized) is 0.0847. (9) The peptide sequence is VYPTVTAPV. The MHC is HLA-A24:02 with pseudo-sequence HLA-A24:02. The binding affinity (normalized) is 0.547.